From a dataset of Full USPTO retrosynthesis dataset with 1.9M reactions from patents (1976-2016). Predict the reactants needed to synthesize the given product. The reactants are: Cl[CH2:2][CH2:3][N:4]1[CH2:9][CH2:8][N:7]([C:10]2[CH:15]=[CH:14][CH:13]=[CH:12][C:11]=2[O:16][CH3:17])[CH2:6][CH2:5]1.[NH:18]1[C:26]2[CH2:25][CH2:24][CH2:23][C:22](=[O:27])[C:21]=2[CH:20]=[CH:19]1.[OH-].[Na+].C(OCC)(=O)C. Given the product [CH3:17][O:16][C:11]1[CH:12]=[CH:13][CH:14]=[CH:15][C:10]=1[N:7]1[CH2:8][CH2:9][N:4]([CH2:3][CH2:2][N:18]2[C:26]3[CH2:25][CH2:24][CH2:23][C:22](=[O:27])[C:21]=3[CH:20]=[CH:19]2)[CH2:5][CH2:6]1, predict the reactants needed to synthesize it.